Predict the reaction yield, written as a fraction of the theoretical maximum amount of product (1.0 means a 100% yield; for example, 0.34 means a 34% yield). From a dataset of Reaction yield outcomes from USPTO patents with 853,638 reactions. (1) The reactants are [CH2:1]([O:3][C:4]1[C:9]([C:10]([F:13])([F:12])[F:11])=[CH:8][CH:7]=[CH:6][N:5]=1)[CH3:2].[Br:14]N1C(C)(C)C(=O)N(Br)C1=O.CCOC(C)=O.CCCCCC. The catalyst is C(O)(C(F)(F)F)=O. The product is [Br:14][C:7]1[CH:8]=[C:9]([C:10]([F:13])([F:11])[F:12])[C:4]([O:3][CH2:1][CH3:2])=[N:5][CH:6]=1. The yield is 0.790. (2) The yield is 0.578. The catalyst is ClCCl.CN(C=O)C. The reactants are [CH2:1]([N:8]1[CH2:18][CH2:17][C:11]2[N:12]=[CH:13][NH:14][C:15](=O)[C:10]=2[CH2:9]1)[C:2]1[CH:7]=[CH:6][CH:5]=[CH:4][CH:3]=1.P(Cl)(Cl)([Cl:21])=O.C(#N)C.C(=O)(O)[O-].[Na+]. The product is [CH2:1]([N:8]1[CH2:18][CH2:17][C:11]2[N:12]=[CH:13][N:14]=[C:15]([Cl:21])[C:10]=2[CH2:9]1)[C:2]1[CH:7]=[CH:6][CH:5]=[CH:4][CH:3]=1. (3) The reactants are C([O:4][C:5]1[CH:10]=[C:9]([I:11])[C:8]([F:12])=[CH:7][C:6]=1[O:13][CH3:14])(=O)C.[OH-].[Na+].C(O)(=O)CC(CC(O)=O)(C(O)=O)O. The catalyst is C1COCC1.CO. The product is [F:12][C:8]1[C:9]([I:11])=[CH:10][C:5]([OH:4])=[C:6]([O:13][CH3:14])[CH:7]=1. The yield is 1.00. (4) The reactants are Cl.[CH2:2]([N:9]1[CH2:14][CH2:13][C@@H:12]([O:15][CH3:16])[C@H:11]([NH:17]P(=O)(OCC)OCC)[CH2:10]1)[C:3]1[CH:8]=[CH:7][CH:6]=[CH:5][CH:4]=1.[OH-].[Na+].[CH3:28][C:29]([O:32][C:33](O[C:33]([O:32][C:29]([CH3:31])([CH3:30])[CH3:28])=[O:34])=[O:34])([CH3:31])[CH3:30]. The catalyst is O1CCOCC1.C1COCC1.C(OCC)(=O)C. The product is [CH2:2]([N:9]1[CH2:14][CH2:13][C@@H:12]([O:15][CH3:16])[C@H:11]([NH:17][C:33](=[O:34])[O:32][C:29]([CH3:31])([CH3:30])[CH3:28])[CH2:10]1)[C:3]1[CH:4]=[CH:5][CH:6]=[CH:7][CH:8]=1. The yield is 0.900. (5) The reactants are [Cl:1][C:2]1[C:7]([Cl:8])=[C:6]([C:9]2[CH:14]=[CH:13][C:12]([Cl:15])=[CH:11][CH:10]=2)[N:5]=[C:4]([C:16]([O:18]C(C)C)=[O:17])[CH:3]=1.C(O)(C)C.[OH-].[K+]. The catalyst is O. The product is [Cl:1][C:2]1[C:7]([Cl:8])=[C:6]([C:9]2[CH:10]=[CH:11][C:12]([Cl:15])=[CH:13][CH:14]=2)[N:5]=[C:4]([C:16]([OH:18])=[O:17])[CH:3]=1. The yield is 1.08.